This data is from Forward reaction prediction with 1.9M reactions from USPTO patents (1976-2016). The task is: Predict the product of the given reaction. (1) Given the reactants [C:1]([O:5][CH2:6][C:7]([CH2:20][OH:21])([CH2:14][O:15][C:16](=[O:19])[CH:17]=[CH2:18])[CH2:8][O:9][C:10](=[O:13])[CH:11]=[CH2:12])(=[O:4])[CH:2]=[CH2:3].[CH2:47]([CH2:48][CH2:49][N:50]=[C:51]=[O:52])[CH2:23][CH2:24][CH2:25][N:26]=[C:27]=[O:28].[CH2:35]([CH2:36][CH2:37][N:38]=[C:39]=[O:40])[CH2:35][CH2:36][CH2:37][N:38]=[C:39]=[O:40].[CH2:23]([CH2:24][CH2:25][N:26]=[C:27]=[O:28])[CH2:47][CH2:48][CH2:49][N:50]=[C:51]=[O:52].COC1C=CC(O)=CC=1.C([O-])(=O)CCCCCCCCCCC.C([O-])(=O)CCCCCCCCCCC.C([Sn+2]CCCC)CCC, predict the reaction product. The product is: [C:1]([OH:5])(=[O:4])[CH:2]=[CH2:3].[NH2:26][C:1]([O:5][CH2:6][CH3:7])=[O:4].[CH2:18]([CH2:17][CH2:16][N:50]=[C:51]=[O:52])[CH2:35][CH2:36][CH2:37][N:38]=[C:39]=[O:40].[CH2:18]([CH2:17][CH2:16][N:38]=[C:39]=[O:40])[CH2:23][CH2:24][CH2:25][N:26]=[C:27]=[O:28].[CH2:18]([CH2:17][CH2:16][N:26]=[C:27]=[O:28])[CH2:47][CH2:48][CH2:49][N:50]=[C:51]=[O:52].[C:16]([O:15][CH2:14][C:7]([CH2:20][OH:21])([CH2:8][O:9][C:10](=[O:13])[CH:11]=[CH2:12])[CH2:6][O:5][C:1](=[O:4])[CH:2]=[CH2:3])(=[O:19])[CH:17]=[CH2:18]. (2) Given the reactants [C:1]([O:5][C:6]([N:8]1[CH2:13][CH2:12][N:11]([CH2:14][C:15]2[CH:20]=[C:19]([OH:21])[CH:18]=[CH:17][C:16]=2[Cl:22])[C:10](=[O:23])[CH2:9]1)=[O:7])([CH3:4])([CH3:3])[CH3:2].[C:24]([Si:28]([C:36]1[CH:41]=[CH:40][CH:39]=[CH:38][CH:37]=1)([C:30]1[CH:35]=[CH:34][CH:33]=[CH:32][CH:31]=1)Cl)([CH3:27])([CH3:26])[CH3:25].N1C=CN=C1.CCOC(C)=O, predict the reaction product. The product is: [C:1]([O:5][C:6]([N:8]1[CH2:13][CH2:12][N:11]([CH2:14][C:15]2[CH:20]=[C:19]([O:21][Si:28]([C:24]([CH3:27])([CH3:26])[CH3:25])([C:36]3[CH:37]=[CH:38][CH:39]=[CH:40][CH:41]=3)[C:30]3[CH:35]=[CH:34][CH:33]=[CH:32][CH:31]=3)[CH:18]=[CH:17][C:16]=2[Cl:22])[C:10](=[O:23])[CH2:9]1)=[O:7])([CH3:4])([CH3:2])[CH3:3]. (3) Given the reactants [CH2:1]([S:8][C:9]1[CH:18]=[C:17]2[C:12]([C:13](Cl)=[N:14][CH:15]=[N:16]2)=[CH:11][CH:10]=1)[C:2]1[CH:7]=[CH:6][CH:5]=[CH:4][CH:3]=1.[Br:20][C:21]1[C:26]([Cl:27])=[CH:25][C:24](B2OC(C)(C)C(C)(C)O2)=[C:23]([O:37][CH3:38])[CH:22]=1.C(=O)([O-])[O-].[K+].[K+].O1CCOCC1, predict the reaction product. The product is: [CH2:1]([S:8][C:9]1[CH:18]=[C:17]2[C:12]([C:13]([C:24]3[CH:25]=[C:26]([Cl:27])[C:21]([Br:20])=[CH:22][C:23]=3[O:37][CH3:38])=[N:14][CH:15]=[N:16]2)=[CH:11][CH:10]=1)[C:2]1[CH:7]=[CH:6][CH:5]=[CH:4][CH:3]=1. (4) Given the reactants [CH:1]1([CH:7]([NH:20][C:21]2[CH:30]=[CH:29][C:24]([C:25]([O:27]C)=[O:26])=[CH:23][CH:22]=2)[C:8]2[N:12]([CH3:13])[C:11]3[CH:14]=[C:15]([O:18][CH3:19])[CH:16]=[CH:17][C:10]=3[N:9]=2)[CH2:6][CH2:5][CH2:4][CH2:3][CH2:2]1.O1CCCC1.[OH-].[Na+], predict the reaction product. The product is: [CH:1]1([CH:7]([NH:20][C:21]2[CH:30]=[CH:29][C:24]([C:25]([OH:27])=[O:26])=[CH:23][CH:22]=2)[C:8]2[N:12]([CH3:13])[C:11]3[CH:14]=[C:15]([O:18][CH3:19])[CH:16]=[CH:17][C:10]=3[N:9]=2)[CH2:6][CH2:5][CH2:4][CH2:3][CH2:2]1. (5) Given the reactants Cl[C:2]1[C:7]([N+:8]([O-:10])=[O:9])=[CH:6][N:5]=[C:4]2[CH:11]=[CH:12][S:13][C:3]=12.[NH2:14][CH:15]1[CH2:20][CH2:19][N:18]([C:21]([O:23][C:24]([CH3:27])([CH3:26])[CH3:25])=[O:22])[CH2:17][CH:16]1[OH:28].C(N(CC)C(C)C)(C)C, predict the reaction product. The product is: [OH:28][CH:16]1[CH:15]([NH:14][C:2]2[C:7]([N+:8]([O-:10])=[O:9])=[CH:6][N:5]=[C:4]3[CH:11]=[CH:12][S:13][C:3]=23)[CH2:20][CH2:19][N:18]([C:21]([O:23][C:24]([CH3:27])([CH3:26])[CH3:25])=[O:22])[CH2:17]1.